From a dataset of Peptide-MHC class II binding affinity with 134,281 pairs from IEDB. Regression. Given a peptide amino acid sequence and an MHC pseudo amino acid sequence, predict their binding affinity value. This is MHC class II binding data. (1) The peptide sequence is PFCSHHFHELQLKDG. The MHC is DRB4_0103 with pseudo-sequence DRB4_0103. The binding affinity (normalized) is 0.515. (2) The peptide sequence is ASYNTHETICPEPTIDE. The MHC is DRB5_0101 with pseudo-sequence DRB5_0101. The binding affinity (normalized) is 0.0509.